Dataset: NCI-60 drug combinations with 297,098 pairs across 59 cell lines. Task: Regression. Given two drug SMILES strings and cell line genomic features, predict the synergy score measuring deviation from expected non-interaction effect. (1) Drug 1: CC1=C(N=C(N=C1N)C(CC(=O)N)NCC(C(=O)N)N)C(=O)NC(C(C2=CN=CN2)OC3C(C(C(C(O3)CO)O)O)OC4C(C(C(C(O4)CO)O)OC(=O)N)O)C(=O)NC(C)C(C(C)C(=O)NC(C(C)O)C(=O)NCCC5=NC(=CS5)C6=NC(=CS6)C(=O)NCCC[S+](C)C)O. Drug 2: CN1C2=C(C=C(C=C2)N(CCCl)CCCl)N=C1CCCC(=O)O.Cl. Cell line: A549. Synergy scores: CSS=37.9, Synergy_ZIP=2.98, Synergy_Bliss=3.08, Synergy_Loewe=-43.0, Synergy_HSA=-0.119. (2) Drug 1: CCC1=C2CN3C(=CC4=C(C3=O)COC(=O)C4(CC)O)C2=NC5=C1C=C(C=C5)O. Drug 2: C1C(C(OC1N2C=NC3=C2NC=NCC3O)CO)O. Cell line: HOP-92. Synergy scores: CSS=9.10, Synergy_ZIP=-1.68, Synergy_Bliss=5.17, Synergy_Loewe=-9.46, Synergy_HSA=2.32.